This data is from Forward reaction prediction with 1.9M reactions from USPTO patents (1976-2016). The task is: Predict the product of the given reaction. (1) The product is: [O:35]1[C:31]2[CH:30]=[C:29]([CH2:28][NH:27][C:3]3[C:4]4[CH2:10][CH2:9][N:8]([C:11](=[O:16])[C:12]([F:15])([F:14])[F:13])[CH2:7][CH2:6][C:5]=4[CH:17]=[CH:18][C:2]=3[Cl:1])[CH:37]=[CH:36][C:32]=2[CH:33]=[CH:34]1. Given the reactants [Cl:1][C:2]1[CH:18]=[CH:17][C:5]2[CH2:6][CH2:7][N:8]([C:11](=[O:16])[C:12]([F:15])([F:14])[F:13])[CH2:9][CH2:10][C:4]=2[C:3]=1OS(C(F)(F)F)(=O)=O.[NH2:27][CH2:28][C:29]1[CH:37]=[CH:36][C:32]2[CH:33]=[CH:34][O:35][C:31]=2[CH:30]=1.C1C=CC(P(C2C(C3C(P(C4C=CC=CC=4)C4C=CC=CC=4)=CC=C4C=3C=CC=C4)=C3C(C=CC=C3)=CC=2)C2C=CC=CC=2)=CC=1.C(=O)([O-])[O-].[Cs+].[Cs+], predict the reaction product. (2) Given the reactants C(OC(=O)[NH:7][CH2:8][C:9]1[CH:14]=[CH:13][C:12](Br)=[CH:11][C:10]=1[F:16])(C)(C)C.[F:18][C:19]1[CH:20]=[C:21]([OH:25])[CH:22]=[CH:23][CH:24]=1, predict the reaction product. The product is: [F:16][C:10]1[CH:11]=[C:12]([O:25][C:21]2[CH:22]=[CH:23][CH:24]=[C:19]([F:18])[CH:20]=2)[CH:13]=[CH:14][C:9]=1[CH2:8][NH2:7].